This data is from Reaction yield outcomes from USPTO patents with 853,638 reactions. The task is: Predict the reaction yield, written as a fraction of the theoretical maximum amount of product (1.0 means a 100% yield; for example, 0.34 means a 34% yield). (1) The reactants are [CH2:1]([O:8][C:9]1[CH:10]=[C:11]2[N:21]([C:22]([O:24][C:25]([CH3:28])([CH3:27])[CH3:26])=[O:23])[CH2:20][CH:19]([CH2:29]O)[C:12]2=[C:13]2[C:18]=1[N:17]=[CH:16][CH:15]=[CH:14]2)[C:2]1[CH:7]=[CH:6][CH:5]=[CH:4][CH:3]=1.C1C=CC(P(C2C=CC=CC=2)C2C=CC=CC=2)=CC=1.C(Cl)[Cl:51].C(Cl)(Cl)(Cl)Cl. The catalyst is C([O-])(O)=O.[Na+]. The product is [CH2:1]([O:8][C:9]1[CH:10]=[C:11]2[N:21]([C:22]([O:24][C:25]([CH3:28])([CH3:27])[CH3:26])=[O:23])[CH2:20][CH:19]([CH2:29][Cl:51])[C:12]2=[C:13]2[C:18]=1[N:17]=[CH:16][CH:15]=[CH:14]2)[C:2]1[CH:7]=[CH:6][CH:5]=[CH:4][CH:3]=1. The yield is 1.00. (2) The reactants are [CH2:1]1[C:10]2[C:5](=[CH:6][CH:7]=[CH:8][CH:9]=2)[CH2:4][CH2:3][N:2]1[CH2:11][CH:12]([OH:23])[CH2:13][O:14][C:15]1[CH:16]=[C:17]([CH:20]=[CH:21][CH:22]=1)[CH:18]=O.[O:24]1[CH2:29][CH2:28][CH:27]([NH2:30])[CH2:26][CH2:25]1.[BH-](OC(C)=O)(OC(C)=O)OC(C)=O.[Na+]. The catalyst is C(Cl)Cl. The product is [CH2:1]1[C:10]2[C:5](=[CH:6][CH:7]=[CH:8][CH:9]=2)[CH2:4][CH2:3][N:2]1[CH2:11][CH:12]([OH:23])[CH2:13][O:14][C:15]1[CH:22]=[CH:21][CH:20]=[C:17]([CH2:18][NH:30][CH:27]2[CH2:28][CH2:29][O:24][CH2:25][CH2:26]2)[CH:16]=1. The yield is 0.170. (3) The reactants are CN1CCN([CH2:8][CH2:9][CH2:10][NH:11][C:12]2[CH:17]=[CH:16][C:15]([N+:18]([O-])=O)=[CH:14][CH:13]=2)CC1.[OH2:21].NN.[CH3:24][CH2:25]O. The catalyst is [Ni]. The product is [NH2:18][C:15]1[CH:14]=[CH:13][C:12]([N:11]2[CH2:10][CH2:9][CH:8]([OH:21])[CH2:25][CH2:24]2)=[CH:17][CH:16]=1. The yield is 0.510. (4) The reactants are [Cl:1][C:2]1[CH:3]=[C:4]([N:9]2C(=O)[O:12][N:11]=[C:10]2[C:15]2[C:19]([CH2:20][O:21][C:22]3[CH:27]=[CH:26][CH:25]=[CH:24][CH:23]=3)=[N:18][O:17][N:16]=2)[CH:5]=[CH:6][C:7]=1[F:8].CCO.[OH-].[Na+].C(O)(=O)C. The catalyst is O. The product is [Cl:1][C:2]1[CH:3]=[C:4]([NH:9][C:10]([C:15]2[C:19]([CH2:20][O:21][C:22]3[CH:27]=[CH:26][CH:25]=[CH:24][CH:23]=3)=[N:18][O:17][N:16]=2)=[N:11][OH:12])[CH:5]=[CH:6][C:7]=1[F:8]. The yield is 0.900. (5) The reactants are [F:1][C:2]([F:26])([F:25])[CH:3]([C:16]1[CH:21]=[C:20]([Cl:22])[C:19]([Cl:23])=[C:18]([Cl:24])[CH:17]=1)/[CH:4]=[CH:5]/[C:6]1[CH:7]=[C:8]2[C:12](=[CH:13][CH:14]=1)[CH:11]([NH2:15])[CH2:10][CH2:9]2.[F:27][C:28]([F:34])([F:33])[CH2:29][C:30](O)=[O:31].CCN=C=NCCCN(C)C.Cl.C1C=CC2N(O)N=NC=2C=1.O.CCN(C(C)C)C(C)C. The catalyst is C(Cl)Cl. The product is [F:27][C:28]([F:34])([F:33])[CH2:29][C:30]([NH:15][CH:11]1[C:12]2[C:8](=[CH:7][C:6](/[CH:5]=[CH:4]/[CH:3]([C:16]3[CH:17]=[C:18]([Cl:24])[C:19]([Cl:23])=[C:20]([Cl:22])[CH:21]=3)[C:2]([F:1])([F:25])[F:26])=[CH:14][CH:13]=2)[CH2:9][CH2:10]1)=[O:31]. The yield is 0.650. (6) The reactants are [F:1][C:2]1[CH:7]=[CH:6][CH:5]=[CH:4][C:3]=1[NH:8][C:9]1[C:10]([NH2:15])=[CH:11][CH:12]=[CH:13][CH:14]=1.[S:16](N)(N)(=[O:18])=[O:17]. No catalyst specified. The product is [F:1][C:2]1[CH:7]=[CH:6][CH:5]=[CH:4][C:3]=1[N:8]1[C:9]2[CH:14]=[CH:13][CH:12]=[CH:11][C:10]=2[NH:15][S:16]1(=[O:18])=[O:17]. The yield is 0.400. (7) The reactants are FC(F)(F)S(O[C:7]1[C:8]2[C:13]([N:14]=[C:15]3[C:20]=1[CH2:19][CH2:18][CH2:17][CH2:16]3)=[CH:12][CH:11]=[CH:10][CH:9]=2)(=O)=O.C([O-])([O-])=O.[Cs+].[Cs+].[CH2:29]([NH2:32])[C:30]#[CH:31]. The catalyst is C1C=CC(/C=C/C(/C=C/C2C=CC=CC=2)=O)=CC=1.C1C=CC(/C=C/C(/C=C/C2C=CC=CC=2)=O)=CC=1.C1C=CC(/C=C/C(/C=C/C2C=CC=CC=2)=O)=CC=1.[Pd].[Pd].O1CCOCC1. The product is [CH2:29]([NH:32][C:7]1[C:8]2[C:13]([N:14]=[C:15]3[C:20]=1[CH2:19][CH2:18][CH2:17][CH2:16]3)=[CH:12][CH:11]=[CH:10][CH:9]=2)[C:30]#[CH:31]. The yield is 0.900. (8) The reactants are [CH2:1]([O:3][C:4]1[CH:5]=[C:6]([C:13]2[O:17][N:16]=[C:15]([C:18]3[CH:26]=[CH:25][CH:24]=[C:23]4[C:19]=3[CH:20]=[CH:21][NH:22]4)[N:14]=2)[CH:7]=[CH:8][C:9]=1[O:10][CH2:11][CH3:12])[CH3:2].C1COCC1.C(O)(C(F)(F)F)=O. No catalyst specified. The product is [CH2:1]([O:3][C:4]1[CH:5]=[C:6]([C:13]2[O:17][N:16]=[C:15]([C:18]3[CH:26]=[CH:25][CH:24]=[C:23]4[C:19]=3[CH2:20][CH2:21][NH:22]4)[N:14]=2)[CH:7]=[CH:8][C:9]=1[O:10][CH2:11][CH3:12])[CH3:2]. The yield is 0.430.